From a dataset of Catalyst prediction with 721,799 reactions and 888 catalyst types from USPTO. Predict which catalyst facilitates the given reaction. (1) Reactant: [CH3:1][O:2][C:3]1[CH:8]=[C:7]([C@H:9]2[O:14][C:13]3[CH:15]=[C:16]([C@H:19]4[O:29][C:28]5[C:23](=[C:24]([OH:31])[CH:25]=[C:26]([OH:30])[CH:27]=5)[C:21](=[O:22])[C@@H:20]4[OH:32])[CH:17]=[CH:18][C:12]=3[O:11][C@@H:10]2[CH2:33][OH:34])[CH:6]=[CH:5][C:4]=1[OH:35]. Product: [CH3:1][O:2][C:3]1[CH:8]=[C:7]([C@H:9]2[O:14][C:13]3[CH:15]=[C:16]([C@H:19]4[O:29][C:28]5[C:23](=[C:24]([OH:31])[CH:25]=[C:26]([OH:30])[CH:27]=5)[C:21](=[O:22])[C@@H:20]4[OH:32])[CH:17]=[CH:18][C:12]=3[O:11][C@@H:10]2[CH2:33][OH:34])[CH:6]=[CH:5][C:4]=1[OH:35].[CH3:1][O:2][C:3]1[CH:8]=[C:7]([C@@H:9]2[O:14][C:13]3[CH:15]=[C:16]([C@H:19]4[O:29][C:28]5[C:23](=[C:24]([OH:31])[CH:25]=[C:26]([OH:30])[CH:27]=5)[C:21](=[O:22])[C@@H:20]4[OH:32])[CH:17]=[CH:18][C:12]=3[O:11][C@H:10]2[CH2:33][OH:34])[CH:6]=[CH:5][C:4]=1[OH:35]. The catalyst class is: 5. (2) Reactant: [CH3:1][O-:2].[Na+].Br[C:5]1[CH:10]=[CH:9][C:8]([Br:11])=[CH:7][N:6]=1. Product: [Br:11][C:8]1[CH:9]=[CH:10][C:5]([O:2][CH3:1])=[N:6][CH:7]=1. The catalyst class is: 5. (3) Reactant: C([NH:4][C@:5]1([C:22](NC(C)(C)C)=[O:23])[C@@H:9]([CH2:10][CH2:11][CH2:12][B:13]2[O:17]C(C)(C)C(C)(C)[O:14]2)[CH2:8][NH:7][CH2:6]1)(=O)C.C([N:36]1[CH:45]([CH:46]=O)[CH2:44][CH:43]2[C:38](=[CH:39][CH:40]=[CH:41][CH2:42]2)[CH2:37]1)(OC(C)(C)C)=O.S([O-])([O-])(=O)=[O:49].[Na+].[Na+].C(O)(=O)C.C(O[BH-](OC(=O)C)OC(=O)C)(=O)C.[Na+].C(=O)([O-])[O-].[Na+].[Na+]. Product: [NH2:4][C@:5]1([C:22]([OH:23])=[O:49])[C@@H:9]([CH2:10][CH2:11][CH2:12][B:13]([OH:14])[OH:17])[CH2:8][N:7]([CH2:46][C@@H:45]2[CH2:44][C:43]3[C:38](=[CH:39][CH:40]=[CH:41][CH:42]=3)[CH2:37][NH:36]2)[CH2:6]1. The catalyst class is: 26. (4) Reactant: [F:1][C:2]1[CH:3]=[C:4]([CH:6]=[CH:7][C:8]=1[F:9])[NH2:5].[Cl:10][C:11]1[CH:18]=[CH:17][C:14]([CH:15]=O)=[CH:13][CH:12]=1.C([O:21][C:22](=O)[C:23](=[O:30])[CH2:24][C:25](=[O:29])[CH:26]([CH3:28])[CH3:27])C. The catalyst class is: 10. Product: [Cl:10][C:11]1[CH:18]=[CH:17][C:14]([CH:15]2[N:5]([C:4]3[CH:6]=[CH:7][C:8]([F:9])=[C:2]([F:1])[CH:3]=3)[C:22](=[O:21])[C:23]([OH:30])=[C:24]2[C:25](=[O:29])[CH:26]([CH3:28])[CH3:27])=[CH:13][CH:12]=1. (5) Product: [Br:17][C:18]1[CH:19]=[C:20]([C:24]2([C:7]3[CH:8]=[C:9]([CH3:16])[C:10]([O:14][CH3:15])=[C:11]([CH3:13])[N:12]=3)[C:32]3[C:33](=[N:34][CH:35]=[CH:36][CH:37]=3)[C:38]([NH2:39])=[N:25]2)[CH:21]=[CH:22][CH:23]=1. The catalyst class is: 266. Reactant: [Li]CCCC.Br[C:7]1[N:12]=[C:11]([CH3:13])[C:10]([O:14][CH3:15])=[C:9]([CH3:16])[CH:8]=1.[Br:17][C:18]1[CH:19]=[C:20]([C:24]([C:32]2[C:33]([C:38]#[N:39])=[N:34][CH:35]=[CH:36][CH:37]=2)=[N:25]S(C(C)(C)C)=O)[CH:21]=[CH:22][CH:23]=1.Cl. (6) Reactant: N(C(N1CCCCC1)=O)=NC(N1CCCCC1)=O.[OH:19][C:20]1[CH:21]=[C:22]2[C:26](=[CH:27][CH:28]=1)[NH:25][C:24]([CH2:29][CH:30]([CH2:35][CH2:36][CH3:37])[C:31]([O:33]C)=[O:32])=[CH:23]2.O[CH2:39][CH2:40][CH2:41][NH:42][C:43]1[CH:48]=[CH:47][CH:46]=[CH:45][N:44]=1.C(P(CCCC)CCCC)CCC. Product: [N:44]1[CH:45]=[CH:46][CH:47]=[CH:48][C:43]=1[NH:42][CH2:41][CH2:40][CH2:39][O:19][C:20]1[CH:21]=[C:22]2[C:26](=[CH:27][CH:28]=1)[NH:25][C:24]([CH2:29][CH:30]([CH2:35][CH2:36][CH3:37])[C:31]([OH:33])=[O:32])=[CH:23]2. The catalyst class is: 7. (7) Reactant: [CH:1](/[C:4]1[C:14]2[O:13][CH2:12][CH2:11][N:10]([C:15]([O:17][C:18]([CH3:21])([CH3:20])[CH3:19])=[O:16])[CH2:9][C:8]=2[CH:7]=[CH:6][CH:5]=1)=[CH:2]\[CH3:3]. Product: [CH2:1]([C:4]1[C:14]2[O:13][CH2:12][CH2:11][N:10]([C:15]([O:17][C:18]([CH3:19])([CH3:21])[CH3:20])=[O:16])[CH2:9][C:8]=2[CH:7]=[CH:6][CH:5]=1)[CH2:2][CH3:3]. The catalyst class is: 43. (8) Reactant: [C:1]1([CH3:8])[C:6]([OH:7])=[CH:5][CH:4]=[CH:3][CH:2]=1.Cl[CH2:10][C:11]([CH3:13])=[CH2:12].C(=O)([O-])[O-].[K+].[K+]. Product: [CH3:8][C:1]1[CH:2]=[CH:3][CH:4]=[CH:5][C:6]=1[O:7][CH2:12][C:11]([CH3:13])=[CH2:10]. The catalyst class is: 9. (9) Product: [NH2:6][C@@H:5]([CH2:7][C:8]1[CH:13]=[CH:12][CH:11]=[CH:10][CH:9]=1)[C:4]([NH2:16])=[O:3]. The catalyst class is: 6. Reactant: Cl.C[O:3][C:4](=O)[C@H:5]([CH2:7][C:8]1[CH:13]=[CH:12][CH:11]=[CH:10][CH:9]=1)[NH2:6].[OH-].[NH4+:16]. (10) Reactant: [CH3:1][C:2]1([CH3:16])[CH:6]([CH3:7])[CH2:5][CH2:4][CH:3]1[CH2:8][CH2:9][CH2:10][C:11]([O:13]CC)=[O:12].C1COCC1. Product: [CH3:16][C:2]1([CH3:1])[CH:6]([CH3:7])[CH2:5][CH2:4][CH:3]1[CH2:8][CH2:9][CH2:10][C:11]([OH:13])=[O:12]. The catalyst class is: 74.